From a dataset of Full USPTO retrosynthesis dataset with 1.9M reactions from patents (1976-2016). Predict the reactants needed to synthesize the given product. (1) Given the product [OH:1][C:2]1[CH:3]=[C:4](/[CH:5]=[CH:6]/[C:7]([O:9][C:22]2[CH:24]=[CH:25][C:17](/[CH:16]=[CH:15]/[C:14]([O:27][CH3:28])=[O:26])=[CH:18][C:19]=2[O:20][CH3:21])=[O:8])[CH:10]=[CH:11][C:12]=1[OH:13], predict the reactants needed to synthesize it. The reactants are: [OH:1][C:2]1[CH:3]=[C:4]([CH:10]=[CH:11][C:12]=1[OH:13])[CH:5]=[CH:6][C:7]([OH:9])=[O:8].[C:14]([O:27][CH3:28])(=[O:26])/[CH:15]=[CH:16]/[C:17]1[CH:25]=[CH:24][C:22](O)=[C:19]([O:20][CH3:21])[CH:18]=1. (2) Given the product [CH2:11]([NH:18][CH:1]1[C:9]2[C:4](=[CH:5][CH:6]=[CH:7][CH:8]=2)[CH2:3][CH2:2]1)[C:12]1[CH:17]=[CH:16][CH:15]=[CH:14][CH:13]=1, predict the reactants needed to synthesize it. The reactants are: [C:1]1(=O)[C:9]2[C:4](=[CH:5][CH:6]=[CH:7][CH:8]=2)[CH2:3][CH2:2]1.[CH2:11]([NH2:18])[C:12]1[CH:17]=[CH:16][CH:15]=[CH:14][CH:13]=1.C(O)=O. (3) Given the product [F:29][C:28]([F:31])([F:30])[C:23]1[CH:24]=[CH:25][CH:26]=[CH:27][C:22]=1[C:18]1[C:16]2[CH2:17][CH:13]([CH2:12][N:32]=[N+:33]=[N-:34])[O:14][C:15]=2[CH:21]=[CH:20][CH:19]=1, predict the reactants needed to synthesize it. The reactants are: CC1C=CC(S(O[CH2:12][CH:13]2[CH2:17][C:16]3[C:18]([C:22]4[CH:27]=[CH:26][CH:25]=[CH:24][C:23]=4[C:28]([F:31])([F:30])[F:29])=[CH:19][CH:20]=[CH:21][C:15]=3[O:14]2)(=O)=O)=CC=1.[N-:32]=[N+:33]=[N-:34].[Na+].N(CC1CC2C=C(Cl)C=C(C3C=CSC=3)C=2O1)=[N+]=[N-]. (4) Given the product [N+:1]([C:4]1[CH:5]=[CH:6][C:7]([C:8]([NH:25][C:19]2[CH:24]=[CH:23][CH:22]=[CH:21][CH:20]=2)=[O:10])=[CH:11][CH:12]=1)([O-:3])=[O:2], predict the reactants needed to synthesize it. The reactants are: [N+:1]([C:4]1[CH:12]=[CH:11][C:7]([C:8]([OH:10])=O)=[CH:6][CH:5]=1)([O-:3])=[O:2].ClC(C(Cl)=O)=O.[C:19]1([NH2:25])[CH:24]=[CH:23][CH:22]=[CH:21][CH:20]=1.C(N(CC)CC)C. (5) Given the product [Cl:1][C:2]1[CH:3]=[C:4]([N:10]2[C:14]([CH3:15])=[C:13]([CH2:16][C:17]3[CH:18]=[CH:19][C:20]([C:23]([OH:25])=[O:24])=[N:21][CH:22]=3)[C:12]([CH3:27])=[N:11]2)[CH:5]=[CH:6][C:7]=1[C:8]#[N:9], predict the reactants needed to synthesize it. The reactants are: [Cl:1][C:2]1[CH:3]=[C:4]([N:10]2[C:14]([CH3:15])=[C:13]([CH2:16][C:17]3[CH:18]=[CH:19][C:20]([C:23]([O:25]C)=[O:24])=[N:21][CH:22]=3)[C:12]([CH3:27])=[N:11]2)[CH:5]=[CH:6][C:7]=1[C:8]#[N:9].Cl. (6) The reactants are: [NH2:1][C:2]1[C:6]([Br:7])=[C:5]([CH3:8])[O:4][N:3]=1.[C:9]1([C:19]2[CH:24]=[CH:23][CH:22]=[CH:21][CH:20]=2)[CH:14]=[CH:13][C:12]([S:15](Cl)(=[O:17])=[O:16])=[CH:11][CH:10]=1. Given the product [Br:7][C:6]1[C:2]([NH:1][S:15]([C:12]2[CH:11]=[CH:10][C:9]([C:19]3[CH:24]=[CH:23][CH:22]=[CH:21][CH:20]=3)=[CH:14][CH:13]=2)(=[O:17])=[O:16])=[N:3][O:4][C:5]=1[CH3:8], predict the reactants needed to synthesize it.